From a dataset of Forward reaction prediction with 1.9M reactions from USPTO patents (1976-2016). Predict the product of the given reaction. (1) Given the reactants [S:1]1[C:5]2[CH:6]=[CH:7][CH:8]=[CH:9][C:4]=2[C:3]([N:10]2[CH2:15][CH2:14][N:13]([CH2:16][C@@H:17]3[CH2:22][CH2:21][CH2:20][CH2:19][C@H:18]3[CH2:23][N:24]3[C:32](=[O:33])[C@H:31]4[C@H:26]([C@H:27]5[CH2:34][C@@H:30]4[CH2:29][CH2:28]5)[C:25]3=[O:35])[CH2:12][CH2:11]2)=[N:2]1.[ClH:36].C(OCC)(=[O:39])C, predict the reaction product. The product is: [OH2:33].[OH2:39].[ClH:36].[ClH:36].[S:1]1[C:5]2[CH:6]=[CH:7][CH:8]=[CH:9][C:4]=2[C:3]([N:10]2[CH2:11][CH2:12][N:13]([CH2:16][C@@H:17]3[CH2:22][CH2:21][CH2:20][CH2:19][C@H:18]3[CH2:23][N:24]3[C:25](=[O:35])[C@H:26]4[C@H:31]([C@H:30]5[CH2:34][C@@H:27]4[CH2:28][CH2:29]5)[C:32]3=[O:33])[CH2:14][CH2:15]2)=[N:2]1. (2) Given the reactants [CH3:1][O:2][CH2:3][CH2:4][NH:5][CH2:6][CH2:7][O:8][CH3:9].N1C=CC=CC=1.[C:16](Cl)(=[O:21])[O:17][CH:18]([Cl:20])[CH3:19], predict the reaction product. The product is: [CH3:1][O:2][CH2:3][CH2:4][N:5]([CH2:6][CH2:7][O:8][CH3:9])[C:16](=[O:21])[O:17][CH:18]([Cl:20])[CH3:19]. (3) Given the reactants [CH3:1][O:2][C:3](=[O:14])[C:4]1[CH:9]=[C:8]([N+:10]([O-:12])=[O:11])[CH:7]=[CH:6][C:5]=1F.[F:15][C:16]([F:30])([F:29])[C:17]1[CH:18]=[C:19]([CH:22]=[C:23]([C:25]([F:28])([F:27])[F:26])[CH:24]=1)[CH2:20][NH2:21].CCN(C(C)C)C(C)C, predict the reaction product. The product is: [CH3:1][O:2][C:3](=[O:14])[C:4]1[CH:9]=[C:8]([N+:10]([O-:12])=[O:11])[CH:7]=[CH:6][C:5]=1[NH:21][CH2:20][C:19]1[CH:22]=[C:23]([C:25]([F:26])([F:27])[F:28])[CH:24]=[C:17]([C:16]([F:15])([F:29])[F:30])[CH:18]=1. (4) Given the reactants [CH3:1][O:2][C:3]([C:5]1[N:6]=[C:7]([C:10]2[CH:15]=[CH:14][C:13]([CH2:16][N:17]3C(=O)C4C(=CC=CC=4)C3=O)=[CH:12][CH:11]=2)[NH:8][CH:9]=1)=[O:4].O.NN, predict the reaction product. The product is: [CH3:1][O:2][C:3]([C:5]1[N:6]=[C:7]([C:10]2[CH:15]=[CH:14][C:13]([CH2:16][NH2:17])=[CH:12][CH:11]=2)[NH:8][CH:9]=1)=[O:4]. (5) Given the reactants [OH:1][CH2:2][C:3]1[S:7][C:6]([C:8]2[N:13]=[CH:12][CH:11]=[CH:10][N:9]=2)=[N:5][N:4]=1.C(N(CC)CC)C.[CH3:21][S:22](Cl)(=[O:24])=[O:23], predict the reaction product. The product is: [CH3:21][S:22]([O:1][CH2:2][C:3]1[S:7][C:6]([C:8]2[N:13]=[CH:12][CH:11]=[CH:10][N:9]=2)=[N:5][N:4]=1)(=[O:24])=[O:23]. (6) Given the reactants [Cl:1][C:2]1[CH:7]=[CH:6][C:5]([C:8]2[CH:12]=[CH:11][NH:10][C:9]=2[C:13]([O:15][CH2:16][CH3:17])=[O:14])=[C:4]([F:18])[CH:3]=1.OP([O-])([O-])=O.[K+].[K+].[C:26](S(Cl)(=O)=O)([F:29])([F:28])[F:27].CCOC(C)=O, predict the reaction product. The product is: [Cl:1][C:2]1[CH:7]=[CH:6][C:5]([C:8]2[CH:12]=[C:11]([C:26]([F:29])([F:28])[F:27])[NH:10][C:9]=2[C:13]([O:15][CH2:16][CH3:17])=[O:14])=[C:4]([F:18])[CH:3]=1. (7) Given the reactants [F:1][C:2]1[CH:3]=[C:4]([CH2:9][C:10]([O:12][CH2:13][CH3:14])=[O:11])[CH:5]=[CH:6][C:7]=1[F:8].[Br:15]N1C(=O)CCC1=O.N(C(C)(C)C#N)=NC(C)(C)C#N, predict the reaction product. The product is: [Br:15][CH:9]([C:4]1[CH:5]=[CH:6][C:7]([F:8])=[C:2]([F:1])[CH:3]=1)[C:10]([O:12][CH2:13][CH3:14])=[O:11]. (8) Given the reactants [F:1][C:2]1[CH:7]=[CH:6][CH:5]=[CH:4][C:3]=1[C:8]([CH3:14])([CH3:13])[C:9]([O:11]C)=[O:10].[OH-].[K+].CCO, predict the reaction product. The product is: [F:1][C:2]1[CH:7]=[CH:6][CH:5]=[CH:4][C:3]=1[C:8]([CH3:14])([CH3:13])[C:9]([OH:11])=[O:10]. (9) Given the reactants [NH2:1][CH2:2][C:3]1[CH:28]=[CH:27][CH:26]=[CH:25][C:4]=1[CH2:5][O:6][C:7]1[CH:12]=[C:11]([CH3:13])[N:10]([CH2:14][C:15]2[CH:20]=[CH:19][C:18]([O:21][CH3:22])=[CH:17][CH:16]=2)[C:9](=[O:23])[C:8]=1[CH3:24].C(N(CC)CC)C.[C:36]([C:40]1[CH:44]=[C:43]([NH:45][C:46](=O)[O:47]C2C=CC([N+]([O-])=O)=CC=2)[N:42]([C:58]2[CH:63]=[CH:62][CH:61]=[CH:60][CH:59]=2)[N:41]=1)([CH3:39])([CH3:38])[CH3:37], predict the reaction product. The product is: [C:36]([C:40]1[CH:44]=[C:43]([NH:45][C:46]([NH:1][CH2:2][C:3]2[CH:28]=[CH:27][CH:26]=[CH:25][C:4]=2[CH2:5][O:6][C:7]2[CH:12]=[C:11]([CH3:13])[N:10]([CH2:14][C:15]3[CH:16]=[CH:17][C:18]([O:21][CH3:22])=[CH:19][CH:20]=3)[C:9](=[O:23])[C:8]=2[CH3:24])=[O:47])[N:42]([C:58]2[CH:63]=[CH:62][CH:61]=[CH:60][CH:59]=2)[N:41]=1)([CH3:39])([CH3:37])[CH3:38].